Dataset: Full USPTO retrosynthesis dataset with 1.9M reactions from patents (1976-2016). Task: Predict the reactants needed to synthesize the given product. (1) Given the product [F:5][C:6]([F:17])([F:16])[C:7]1[CH:8]=[C:9]([CH:13]=[CH:14][CH:15]=1)[C:10]([O:18][CH2:2][Cl:4])=[O:11], predict the reactants needed to synthesize it. The reactants are: Cl[CH:2]([Cl:4])C.[F:5][C:6]([F:17])([F:16])[C:7]1[CH:8]=[C:9]([CH:13]=[CH:14][CH:15]=1)[C:10](Cl)=[O:11].[O:18]1CCCOO1. (2) Given the product [C:25]([O:33][C@H:34]([CH2:39][CH2:40][C:41](=[O:89])[CH2:42][C@H:43]1[O:81][C@@H:54]2[C@@H:53]([O:58][C@H:57]3[CH2:59][CH2:60][C@H:61]([CH2:63][CH2:64][OH:65])[O:62][C@@H:56]3[C@@H:55]2[OH:73])[C@H:44]1[OH:45])[CH2:35][C:36]([Br:38])=[CH2:37])(=[O:32])[C:26]1[CH:27]=[CH:28][CH:29]=[CH:30][CH:31]=1, predict the reactants needed to synthesize it. The reactants are: Cl.N1C=CN=C1.CCCC[N+](CCCC)(CCCC)CCCC.[F-].[C:25]([O:33][C@H:34]([CH2:39][CH2:40][C:41](=[O:89])/[CH:42]=[CH:43]/[C@@H:44]([C@@H:53]1[O:58][C@H:57]2[CH2:59][CH2:60][C@H:61]([CH2:63][CH2:64][O:65][Si](CC)(CC)CC)[O:62][C@@H:56]2[C@H:55]([O:73][Si](C(C)(C)C)(C)C)[C@@H:54]1[O:81][Si](C(C)(C)C)(C)C)[O:45][Si](C(C)(C)C)(C)C)[CH2:35][C:36]([Br:38])=[CH2:37])(=[O:32])[C:26]1[CH:31]=[CH:30][CH:29]=[CH:28][CH:27]=1.C1(C)C=CC=CC=1.